Dataset: NCI-60 drug combinations with 297,098 pairs across 59 cell lines. Task: Regression. Given two drug SMILES strings and cell line genomic features, predict the synergy score measuring deviation from expected non-interaction effect. (1) Drug 1: CCN(CC)CCNC(=O)C1=C(NC(=C1C)C=C2C3=C(C=CC(=C3)F)NC2=O)C. Drug 2: CC(C)(C1=NC(=CC=C1)N2C3=NC(=NC=C3C(=O)N2CC=C)NC4=CC=C(C=C4)N5CCN(CC5)C)O. Cell line: T-47D. Synergy scores: CSS=29.1, Synergy_ZIP=13.4, Synergy_Bliss=17.9, Synergy_Loewe=12.0, Synergy_HSA=15.9. (2) Drug 1: C(CC(=O)O)C(=O)CN.Cl. Drug 2: C1CCC(C(C1)N)N.C(=O)(C(=O)[O-])[O-].[Pt+4]. Cell line: HS 578T. Synergy scores: CSS=22.0, Synergy_ZIP=-5.72, Synergy_Bliss=0.843, Synergy_Loewe=2.61, Synergy_HSA=3.70. (3) Drug 2: CN1CCC(CC1)COC2=C(C=C3C(=C2)N=CN=C3NC4=C(C=C(C=C4)Br)F)OC. Cell line: RPMI-8226. Synergy scores: CSS=-1.05, Synergy_ZIP=4.11, Synergy_Bliss=10.0, Synergy_Loewe=0.714, Synergy_HSA=2.46. Drug 1: CNC(=O)C1=CC=CC=C1SC2=CC3=C(C=C2)C(=NN3)C=CC4=CC=CC=N4.